Task: Predict the reactants needed to synthesize the given product.. Dataset: Full USPTO retrosynthesis dataset with 1.9M reactions from patents (1976-2016) (1) Given the product [Si:18]([O:8][C@@H:6]([CH3:7])[CH2:2][C:3]([O:5][CH3:10])=[O:4])([C:14]([CH3:17])([CH3:16])[CH3:15])([C:26]1[CH:31]=[CH:30][CH:29]=[CH:28][CH:27]=1)[C:20]1[CH:25]=[CH:24][CH:23]=[CH:22][CH:21]=1, predict the reactants needed to synthesize it. The reactants are: C[C@@H:2]([CH:6]([OH:8])[CH3:7])[C:3]([OH:5])=[O:4].N1C=CN=[CH:10]1.[C:14]([Si:18]([C:26]1[CH:31]=[CH:30][CH:29]=[CH:28][CH:27]=1)([C:20]1[CH:25]=[CH:24][CH:23]=[CH:22][CH:21]=1)Cl)([CH3:17])([CH3:16])[CH3:15]. (2) The reactants are: [CH3:1][O:2][C:3]1[C:11]([CH3:12])=[CH:10][C:6]([C:7]([OH:9])=[O:8])=[CH:5][C:4]=1[CH3:13].S(=O)(=O)(O)O.[C:19](=O)(O)[O-].[Na+]. Given the product [CH3:19][O:8][C:7](=[O:9])[C:6]1[CH:5]=[C:4]([CH3:13])[C:3]([O:2][CH3:1])=[C:11]([CH3:12])[CH:10]=1, predict the reactants needed to synthesize it. (3) Given the product [CH3:15][C:14]1[N:13]=[C:12]([NH:16][C:17]([NH:19][C:20](=[O:25])[C:21]([CH3:24])([CH3:23])[CH3:22])=[O:18])[CH:11]=[CH:10][C:9]=1[O:8][C:6]1[CH:5]=[CH:4][N:3]=[C:2]([C:11]2[CH:12]=[N:13][C:14]([CH3:15])=[CH:9][CH:10]=2)[CH:7]=1, predict the reactants needed to synthesize it. The reactants are: Cl[C:2]1[CH:7]=[C:6]([O:8][C:9]2[CH:10]=[CH:11][C:12]([NH:16][C:17]([NH:19][C:20](=[O:25])[C:21]([CH3:24])([CH3:23])[CH3:22])=[O:18])=[N:13][C:14]=2[CH3:15])[CH:5]=[CH:4][N:3]=1. (4) Given the product [F:16][C:4]1[CH:5]=[C:6]([C:8]2[CH:9]=[C:10]([CH:12]=[CH:13][C:14]=2[CH3:15])[NH2:11])[CH:7]=[C:2]([N:19]2[CH2:18][CH2:17][O:28][CH2:21][C@H:20]2[CH3:22])[N:3]=1, predict the reactants needed to synthesize it. The reactants are: F[C:2]1[CH:7]=[C:6]([C:8]2[CH:9]=[C:10]([CH:12]=[CH:13][C:14]=2[CH3:15])[NH2:11])[CH:5]=[C:4]([F:16])[N:3]=1.[CH3:17][CH2:18][N:19](C(C)C)[CH:20]([CH3:22])[CH3:21].CS(C)=[O:28]. (5) Given the product [Cl:23][C:20]1[C:9]([O:13][CH3:12])=[CH:8][C:7]([C:14](=[O:16])[CH3:25])=[CH:6][C:5]=1[O:4][CH3:1], predict the reactants needed to synthesize it. The reactants are: [C:1]([O:4][C:5]1C2C=[CH:12][O:13][C:9]=2[CH:8]=[C:7]([C:14]([O:16]CC)=O)[CH:6]=1)(=O)C.O.[CH:20]([Cl:23])(Cl)Cl.Cl[CH2:25]Cl.